Dataset: NCI-60 drug combinations with 297,098 pairs across 59 cell lines. Task: Regression. Given two drug SMILES strings and cell line genomic features, predict the synergy score measuring deviation from expected non-interaction effect. (1) Drug 1: CC1=C2C(C(=O)C3(C(CC4C(C3C(C(C2(C)C)(CC1OC(=O)C(C(C5=CC=CC=C5)NC(=O)OC(C)(C)C)O)O)OC(=O)C6=CC=CC=C6)(CO4)OC(=O)C)OC)C)OC. Drug 2: C(CC(=O)O)C(=O)CN.Cl. Cell line: UO-31. Synergy scores: CSS=43.8, Synergy_ZIP=3.51, Synergy_Bliss=5.63, Synergy_Loewe=-40.9, Synergy_HSA=5.92. (2) Drug 1: CC(CN1CC(=O)NC(=O)C1)N2CC(=O)NC(=O)C2. Drug 2: CS(=O)(=O)OCCCCOS(=O)(=O)C. Cell line: OVCAR-4. Synergy scores: CSS=20.0, Synergy_ZIP=-2.26, Synergy_Bliss=6.32, Synergy_Loewe=4.81, Synergy_HSA=6.22. (3) Drug 1: C1CC(=O)NC(=O)C1N2C(=O)C3=CC=CC=C3C2=O. Drug 2: C1CNP(=O)(OC1)N(CCCl)CCCl. Cell line: PC-3. Synergy scores: CSS=1.61, Synergy_ZIP=-0.850, Synergy_Bliss=-1.70, Synergy_Loewe=-0.762, Synergy_HSA=-1.26. (4) Drug 1: C1=C(C(=O)NC(=O)N1)F. Drug 2: CCN(CC)CCCC(C)NC1=C2C=C(C=CC2=NC3=C1C=CC(=C3)Cl)OC. Cell line: DU-145. Synergy scores: CSS=37.1, Synergy_ZIP=-5.81, Synergy_Bliss=-7.98, Synergy_Loewe=-4.40, Synergy_HSA=-3.83.